Dataset: Catalyst prediction with 721,799 reactions and 888 catalyst types from USPTO. Task: Predict which catalyst facilitates the given reaction. (1) Reactant: Br[C:2]1[N:10]([CH2:11][C:12]2[C:17]([F:18])=[CH:16][CH:15]=[CH:14][C:13]=2[Cl:19])[C:9]2[C:8](=[O:20])[N:7]([CH3:21])[C:6](=[O:22])[N:5]([CH3:23])[C:4]=2[N:3]=1.[NH:24]1[CH2:28][CH2:27][CH2:26][CH2:25]1.O. Product: [Cl:19][C:13]1[CH:14]=[CH:15][CH:16]=[C:17]([F:18])[C:12]=1[CH2:11][N:10]1[C:9]2[C:8](=[O:20])[N:7]([CH3:21])[C:6](=[O:22])[N:5]([CH3:23])[C:4]=2[N:3]=[C:2]1[N:24]1[CH2:28][CH2:27][CH2:26][CH2:25]1. The catalyst class is: 16. (2) Reactant: C(OC([N:8]1[CH2:13][CH2:12][N:11]([C:14]2[C:19]3[O:20][CH2:21][S:22](=[O:32])(=[O:31])[N:23]([CH2:24][C:25]4[CH:30]=[CH:29][CH:28]=[CH:27][CH:26]=4)[C:18]=3[CH:17]=[CH:16][CH:15]=2)[CH2:10][CH2:9]1)=O)(C)(C)C.[ClH:33].CCOCC. Product: [ClH:33].[CH2:24]([N:23]1[C:18]2[CH:17]=[CH:16][CH:15]=[C:14]([N:11]3[CH2:10][CH2:9][NH:8][CH2:13][CH2:12]3)[C:19]=2[O:20][CH2:21][S:22]1(=[O:32])=[O:31])[C:25]1[CH:30]=[CH:29][CH:28]=[CH:27][CH:26]=1. The catalyst class is: 5. (3) Reactant: [F:1][C:2]1[CH:3]=[C:4]([CH:35]=[C:36]([F:38])[CH:37]=1)[C:5]([CH3:34])([CH3:33])[C@H:6]([C:9]([NH:11][C@H:12]([C:17]([N:19]([C@@H:21]([CH:30]([CH3:32])[CH3:31])/[CH:22]=[C:23](\[CH3:29])/[C:24]([O:26]CC)=[O:25])[CH3:20])=[O:18])[C:13]([CH3:16])([CH3:15])[CH3:14])=[O:10])[NH:7][CH3:8].O.[OH-].[Li+]. Product: [F:1][C:2]1[CH:3]=[C:4]([CH:35]=[C:36]([F:38])[CH:37]=1)[C:5]([CH3:34])([CH3:33])[C@H:6]([C:9]([NH:11][C@H:12]([C:17]([N:19]([C@@H:21]([CH:30]([CH3:31])[CH3:32])/[CH:22]=[C:23](/[C:24]([OH:26])=[O:25])\[CH3:29])[CH3:20])=[O:18])[C:13]([CH3:14])([CH3:16])[CH3:15])=[O:10])[NH:7][CH3:8]. The catalyst class is: 5. (4) Reactant: [CH2:1]([O:8][C:9]1[CH:10]=[C:11]([C:15]2[N:16]=[C:17]([N:24]3[CH2:29][CH2:28][O:27][CH2:26][CH2:25]3)[C:18]3[NH:23][CH:22]=[CH:21][C:19]=3[N:20]=2)[CH:12]=[CH:13][CH:14]=1)[C:2]1[CH:7]=[CH:6][CH:5]=[CH:4][CH:3]=1.[OH-].[K+].Cl.O.[NH:34]1[CH2:39][CH2:38][C:37](=O)[CH2:36][CH2:35]1. Product: [CH2:1]([O:8][C:9]1[CH:10]=[C:11]([C:15]2[N:16]=[C:17]([N:24]3[CH2:29][CH2:28][O:27][CH2:26][CH2:25]3)[C:18]3[NH:23][CH:22]=[C:21]([C:37]4[CH2:38][CH2:39][NH:34][CH2:35][CH:36]=4)[C:19]=3[N:20]=2)[CH:12]=[CH:13][CH:14]=1)[C:2]1[CH:3]=[CH:4][CH:5]=[CH:6][CH:7]=1. The catalyst class is: 5.